Predict the reactants needed to synthesize the given product. From a dataset of Full USPTO retrosynthesis dataset with 1.9M reactions from patents (1976-2016). (1) Given the product [F:10][C:7]1[CH:8]=[CH:9][C:2]([N:15]2[CH:16]=[C:12]([CH3:11])[N:13]=[CH:14]2)=[C:3]([CH:6]=1)[C:4]#[N:5], predict the reactants needed to synthesize it. The reactants are: F[C:2]1[CH:9]=[CH:8][C:7]([F:10])=[CH:6][C:3]=1[C:4]#[N:5].[CH3:11][C:12]1[N:13]=[CH:14][NH:15][CH:16]=1.C(=O)([O-])[O-].[K+].[K+]. (2) Given the product [C:1]([O:5][C:6]([N:8]1[CH2:12][CH2:11][CH:10]([CH2:13][C:14](=[O:16])[NH:26][C:23]2[CH:24]=[CH:25][C:20]([CH:17]([CH3:19])[CH3:18])=[CH:21][CH:22]=2)[CH2:9]1)=[O:7])([CH3:2])([CH3:3])[CH3:4], predict the reactants needed to synthesize it. The reactants are: [C:1]([O:5][C:6]([N:8]1[CH2:12][CH2:11][CH:10]([CH2:13][C:14]([OH:16])=O)[CH2:9]1)=[O:7])([CH3:4])([CH3:3])[CH3:2].[CH:17]([C:20]1[CH:25]=[CH:24][C:23]([NH2:26])=[CH:22][CH:21]=1)([CH3:19])[CH3:18].C1C=CC2N(O)N=NC=2C=1.CN(C(ON1N=NC2C=CC=CC1=2)=[N+](C)C)C.F[P-](F)(F)(F)(F)F.CCN(C(C)C)C(C)C. (3) Given the product [I:21][C:2]1[N:11]=[CH:10][C:9]2[CH2:8][CH2:7][C:6]3[C:12]([C:16]([O:18][CH2:19][CH3:20])=[O:17])=[N:13][N:14]([CH3:15])[C:5]=3[C:4]=2[N:3]=1, predict the reactants needed to synthesize it. The reactants are: N[C:2]1[N:11]=[CH:10][C:9]2[CH2:8][CH2:7][C:6]3[C:12]([C:16]([O:18][CH2:19][CH3:20])=[O:17])=[N:13][N:14]([CH3:15])[C:5]=3[C:4]=2[N:3]=1.[I-:21].[Cs+].II.N(OCCC(C)C)=O. (4) Given the product [C:19]([O:18][C:16]([N:9]1[CH2:10][CH:11]2[CH2:15][N:14]([CH2:2][B-:3]([F:6])([F:5])[F:4])[CH2:13][CH:12]2[CH2:8]1)=[O:17])([CH3:22])([CH3:20])[CH3:21].[K+:7], predict the reactants needed to synthesize it. The reactants are: Br[CH2:2][B-:3]([F:6])([F:5])[F:4].[K+:7].[CH2:8]1[CH:12]2[CH2:13][NH:14][CH2:15][CH:11]2[CH2:10][N:9]1[C:16]([O:18][C:19]([CH3:22])([CH3:21])[CH3:20])=[O:17].O1CCCC1.C(=O)([O-])[O-].[K+].[K+]. (5) Given the product [Cl:1][C:2]1[CH:7]=[CH:6][C:5]([NH:8][C:9]([NH:15][C:16]2[CH:21]=[CH:20][C:19]([OH:22])=[CH:18][CH:17]=2)=[O:10])=[CH:4][C:3]=1[C:11]([F:12])([F:13])[F:14], predict the reactants needed to synthesize it. The reactants are: [Cl:1][C:2]1[CH:7]=[CH:6][C:5]([N:8]=[C:9]=[O:10])=[CH:4][C:3]=1[C:11]([F:14])([F:13])[F:12].[NH2:15][C:16]1[CH:21]=[CH:20][C:19]([OH:22])=[CH:18][CH:17]=1. (6) Given the product [F:1][C:2]([F:7])([F:6])[C:3]([OH:5])=[O:4].[OH:9][C:10]1[CH:15]=[CH:14][CH:13]=[CH:12][C:11]=1[C:16]1[CH:21]=[CH:20][CH:19]=[C:18]([S:22]([C:25]2[CH:26]=[C:27]([C:32]([NH2:34])=[NH:33])[S:28][C:29]=2[S:30][CH3:31])(=[O:24])=[O:23])[CH:17]=1, predict the reactants needed to synthesize it. The reactants are: [F:1][C:2]([F:7])([F:6])[C:3]([OH:5])=[O:4].C[O:9][C:10]1[CH:15]=[CH:14][CH:13]=[CH:12][C:11]=1[C:16]1[CH:21]=[CH:20][CH:19]=[C:18]([S:22]([C:25]2[CH:26]=[C:27]([C:32]([NH2:34])=[NH:33])[S:28][C:29]=2[S:30][CH3:31])(=[O:24])=[O:23])[CH:17]=1.B(Br)(Br)Br.